From a dataset of Forward reaction prediction with 1.9M reactions from USPTO patents (1976-2016). Predict the product of the given reaction. (1) Given the reactants [Br:1][C:2]1[CH:7]=[CH:6][C:5]([CH:8]2[CH2:13][CH:12]([S:14]([C:17]3[CH:22]=[CH:21][CH:20]=[C:19]([C:23]([F:26])([F:25])[F:24])[CH:18]=3)(=[O:16])=[O:15])[CH2:11][CH2:10][O:9]2)=[CH:4][N:3]=1.[CH2:27]1COCC1, predict the reaction product. The product is: [Br:1][C:2]1[CH:7]=[CH:6][C:5]([CH:8]2[CH2:13][C:12]([CH3:27])([S:14]([C:17]3[CH:22]=[CH:21][CH:20]=[C:19]([C:23]([F:26])([F:24])[F:25])[CH:18]=3)(=[O:15])=[O:16])[CH2:11][CH2:10][O:9]2)=[CH:4][N:3]=1. (2) Given the reactants C(OC(=O)NCCCC[C:15]1[CH:20]=[CH:19][C:18]([O:21][CH2:22][CH2:23][CH2:24][C:25]#[N:26])=[CH:17][CH:16]=1)C1C=CC=CC=1.CO[CH:30](OC)[CH2:31][NH2:32], predict the reaction product. The product is: [NH:32]1[CH:31]=[CH:30][N:26]=[C:25]1[CH2:24][CH2:23][CH2:22][O:21][C:18]1[CH:17]=[CH:16][CH:15]=[CH:20][C:19]=1[CH2:22][CH2:23][CH2:24][CH2:25][NH2:26]. (3) Given the reactants [CH2:1]([O:8][C:9]1[CH:16]=[CH:15][C:12]([CH:13]=O)=[CH:11][CH:10]=1)[C:2]1[CH:7]=[CH:6][CH:5]=[CH:4][CH:3]=1.Cl.[CH2:18]([O:20][C:21](=[O:24])[CH2:22][NH2:23])[CH3:19].C(N(CC)CC)C.C(O[BH-](OC(=O)C)OC(=O)C)(=O)C.[Na+], predict the reaction product. The product is: [CH2:18]([O:20][C:21](=[O:24])[CH2:22][NH:23][CH2:13][C:12]1[CH:15]=[CH:16][C:9]([O:8][CH2:1][C:2]2[CH:7]=[CH:6][CH:5]=[CH:4][CH:3]=2)=[CH:10][CH:11]=1)[CH3:19]. (4) Given the reactants Br[C:2]1[CH:20]=[CH:19][CH:18]=[CH:17][C:3]=1[C:4]([NH:6][C:7]1[CH:12]=[CH:11][CH:10]=[C:9]([S:13]([NH2:16])(=[O:15])=[O:14])[CH:8]=1)=[O:5].[N:21]1([C:27]2[CH:32]=[CH:31][CH:30]=[CH:29][C:28]=2[OH:33])[CH2:26][CH2:25][CH2:24][CH2:23][CH2:22]1.[O-]P([O-])([O-])=O.[K+].[K+].[K+], predict the reaction product. The product is: [N:21]1([C:27]2[CH:32]=[CH:31][CH:30]=[CH:29][C:28]=2[O:33][C:2]2[CH:20]=[CH:19][CH:18]=[CH:17][C:3]=2[C:4]([NH:6][C:7]2[CH:12]=[CH:11][CH:10]=[C:9]([S:13]([NH2:16])(=[O:15])=[O:14])[CH:8]=2)=[O:5])[CH2:26][CH2:25][CH2:24][CH2:23][CH2:22]1. (5) Given the reactants [C:1]([C:4]1[C:12]2[C:7](=[CH:8][CH:9]=[C:10]([O:13][CH2:14][C:15]3[CH:20]=[CH:19][CH:18]=[CH:17][CH:16]=3)[CH:11]=2)[N:6]([CH2:21][C:22](O)=[O:23])[N:5]=1)(=[O:3])[CH3:2].FC(F)(F)C(O)=O.[F:32][C:33]1[C:38]([O:39][C:40]([F:43])([F:42])[F:41])=[CH:37][CH:36]=[CH:35][C:34]=1[NH:44][C:45]([C@@H:47]1[CH2:52][C@@H:51]2[C@@H:49]([CH2:50]2)[NH:48]1)=[O:46].CCCP(=O)=O.CCN(C(C)C)C(C)C, predict the reaction product. The product is: [F:32][C:33]1[C:38]([O:39][C:40]([F:43])([F:41])[F:42])=[CH:37][CH:36]=[CH:35][C:34]=1[NH:44][C:45]([C@@H:47]1[CH2:52][C@@H:51]2[C@@H:49]([CH2:50]2)[N:48]1[C:22](=[O:23])[CH2:21][N:6]1[C:7]2[C:12](=[CH:11][C:10]([O:13][CH2:14][C:15]3[CH:16]=[CH:17][CH:18]=[CH:19][CH:20]=3)=[CH:9][CH:8]=2)[C:4]([C:1](=[O:3])[CH3:2])=[N:5]1)=[O:46]. (6) Given the reactants C[N:2]1[CH:6]=[C:5]([C:7]2[CH:12]=[CH:11][N:10]=[CH:9][CH:8]=2)[C:4]([C:13]2[CH:30]=[CH:29][C:16]([O:17][CH2:18][C:19]3[CH:28]=[CH:27][C:26]4[C:21](=[CH:22][CH:23]=[CH:24][CH:25]=4)[N:20]=3)=[CH:15][CH:14]=2)=[N:3]1.N([CH2:33][CH2:34][N:35]([CH3:37])[CH3:36])N, predict the reaction product. The product is: [CH3:36][N:35]([CH3:37])[CH2:34][CH2:33][N:3]1[C:4]([C:13]2[CH:14]=[CH:15][C:16]([O:17][CH2:18][C:19]3[CH:28]=[CH:27][C:26]4[C:21](=[CH:22][CH:23]=[CH:24][CH:25]=4)[N:20]=3)=[CH:29][CH:30]=2)=[C:5]([C:7]2[CH:12]=[CH:11][N:10]=[CH:9][CH:8]=2)[CH:6]=[N:2]1.